Dataset: Experimentally validated miRNA-target interactions with 360,000+ pairs, plus equal number of negative samples. Task: Binary Classification. Given a miRNA mature sequence and a target amino acid sequence, predict their likelihood of interaction. (1) The miRNA is mmu-miR-466l-5p with sequence UUGUGUGUACAUGUACAUGUAU. The protein sequence of the target gene is MGKQNSKLRPEMLQDLRENTEFSELELQEWYKGFLKDCPTGILNVDEFKKIYANFFPYGDASKFAEHVFRTFDTNSDGTIDFREFIIALSVTSRGRLEQKLMWAFSMYDLDGNGYISREEMLEIVQAIYKMVSSVMKMPEDESTPEKRTEKIFRQMDTNNDGKLSLEEFIRGAKSDPSIVRLLQCDPSSASQF. Result: 1 (interaction). (2) The miRNA is hsa-miR-4650-3p with sequence AGGUAGAAUGAGGCCUGACAU. The protein sequence of the target gene is MFRTKRSALVRRLWRSRAPGGEDEEEGVGGGGGGGGLRGEGATDGRAYGAGGGGAGRAGCCLGKAVRGAKGHHHPHPPSSGAGAAGGAEADLKALTHSVLKKLKERQLELLLQAVESRGGTRTACLLLPGRLDCRLGPGAPASAQPAQPPSSYSLPLLLCKVFRWPDLRHSSEVKRLCCCESYGKINPELVCCNPHHLSRLCELESPPPPYSRYPMDFLKPTADCPDAVPSSDETGGTNYLAPGGLSDSQLLLEPGDRSHWCVVAYWEEKTRVGRLYCVQEPSLDIFYDLPQGNGFCLGQ.... Result: 0 (no interaction). (3) The miRNA is hsa-miR-6870-5p with sequence UGGGGGAGAUGGGGGUUGA. The protein sequence of the target gene is MGLSPGQTSVSFLWPLLEVRDHNTGRGLVPATVLTPGSPETLLELRQAFLGSRQARHGHDAAPSSGQQGCSVDRTAGRPVLGWRLRNSLTGQEGRQHLHLSGIRTSRKAKEYKPVFFGATEISVLMAVAESLREPPPPQWGWFLSSLFLKIF. Result: 1 (interaction). (4) The miRNA is hsa-miR-3678-5p with sequence UCCGUACAAACUCUGCUGUG. The protein sequence of the target gene is MSVDEKPGSPMYVYESTVHCANILLGLNDQRKKDILCDVTLIVERKEFRAHRAVLAACSEYFWQALVGQTKDDLVVSLPEEVTARGFGPLLQFAYTAKLLLSRENIREVIRCAEFLRMHNLEDSCFSFLQTQLLNREDGLFVCRKDSACQRPQEDHGNSAGEEEEEEETMDSETARMACATDQMLPDPISFEATAIPVAEKEEALLPESEVPTDTKENSEKGALTQYPRYKKYQLACTKNVYSAPSHGTSGFASTFSEDSPGNSLKPGLPMGQIKSEPPSEETEEESITLCLSGDETDIK.... Result: 0 (no interaction). (5) The miRNA is mmu-miR-208a-3p with sequence AUAAGACGAGCAAAAAGCUUGU. The protein sequence of the target gene is MTVKLGDAGSGEEGLKKLGKRTADEESLDGEGPGGADAADSSSTKRDGQTPRASGAPAPPRGLPTPSPPQGSPQDQHHFLRSSVRPQSKRPRKDAPCALGSGGASGSGPRGKGSDGGASSSGNVSGATPATPAGGSRSSSRNIGSSGPEKEEGKKVRRQWESWSTEDKNTFFEGLYEHGKDFEAIQNNIALKYKKKGKPASMVKNKEQVRHFYYRTWHKITKYIDFDNVFSRGLKKSSQELYGLICYGELRKKIGGCMDDKNATKLNELIQVGATTVRYKGRNLRIKAPMCRALKKLCDP.... Result: 1 (interaction).